This data is from Full USPTO retrosynthesis dataset with 1.9M reactions from patents (1976-2016). The task is: Predict the reactants needed to synthesize the given product. (1) Given the product [CH3:30][O:29][CH2:28][CH2:27][O:26][C:24](=[O:25])[NH:1][CH2:2][C@@H:3]1[CH2:8][CH2:7][CH2:6][N:5]([C:9]([O:11][C:12]([CH3:15])([CH3:14])[CH3:13])=[O:10])[CH2:4]1, predict the reactants needed to synthesize it. The reactants are: [NH2:1][CH2:2][C@@H:3]1[CH2:8][CH2:7][CH2:6][N:5]([C:9]([O:11][C:12]([CH3:15])([CH3:14])[CH3:13])=[O:10])[CH2:4]1.C(N(CC)CC)C.Cl[C:24]([O:26][CH2:27][CH2:28][O:29][CH3:30])=[O:25]. (2) Given the product [Cl:1][C:2]1[CH:3]=[CH:4][C:5]2[N:11]3[C:12]([CH3:15])=[N:13][N:14]=[C:10]3[C@@H:9]([CH:16]([CH3:17])[C:30]#[N:32])[O:8][C@H:7]([C:19]3[CH:24]=[CH:23][CH:22]=[C:21]([O:25][CH3:26])[C:20]=3[O:27][CH3:28])[C:6]=2[CH:29]=1, predict the reactants needed to synthesize it. The reactants are: [Cl:1][C:2]1[CH:3]=[CH:4][C:5]2[N:11]3[C:12]([CH3:15])=[N:13][N:14]=[C:10]3[C@@H:9]([CH2:16][CH2:17]O)[O:8][C@H:7]([C:19]3[CH:24]=[CH:23][CH:22]=[C:21]([O:25][CH3:26])[C:20]=3[O:27][CH3:28])[C:6]=2[CH:29]=1.[CH2:30]([N:32](CC)CC)C.S(Cl)(C)(=O)=O.[C-]#N.[Na+].